Dataset: Full USPTO retrosynthesis dataset with 1.9M reactions from patents (1976-2016). Task: Predict the reactants needed to synthesize the given product. (1) The reactants are: [CH3:1][C:2]([CH3:15])=[CH:3][C:4](/[N:6]=[C:7](/[N:10]1[CH2:14][CH2:13][CH2:12][CH2:11]1)\SC)=O.C(O)(=O)C(O)=O.[CH2:22]([NH:24][NH2:25])[CH3:23].C(N(CC)C(C)C)(C)C. Given the product [CH2:22]([N:24]1[C:4]([CH:3]=[C:2]([CH3:15])[CH3:1])=[N:6][C:7]([N:10]2[CH2:14][CH2:13][CH2:12][CH2:11]2)=[N:25]1)[CH3:23], predict the reactants needed to synthesize it. (2) Given the product [CH:22]([N:2]1[CH:3]=[C:4]([B:6]2[O:7][C:8]([CH3:9])([CH3:10])[C:11]([CH3:13])([CH3:12])[O:14]2)[CH:5]=[N:1]1)([CH3:24])[CH3:23], predict the reactants needed to synthesize it. The reactants are: [NH:1]1[CH:5]=[C:4]([B:6]2[O:14][C:11]([CH3:13])([CH3:12])[C:8]([CH3:10])([CH3:9])[O:7]2)[CH:3]=[N:2]1.C([O-])([O-])=O.[K+].[K+].I[CH:22]([CH3:24])[CH3:23]. (3) Given the product [CH3:31][O:32][CH2:13][C@H:12]1[CH2:25][O:24][C:23](=[O:29])[NH:14]1, predict the reactants needed to synthesize it. The reactants are: CC1C=CC(S(O)(=O)=O)=CC=1.[CH2:12]([N:14](CC)CC)[CH3:13].ClC(Cl)(O[C:23](=[O:29])[O:24][C:25](Cl)(Cl)Cl)Cl.[CH3:31][OH:32]. (4) Given the product [CH3:37][O:36][C:27]1[N:26]=[C:25]2[NH:21][CH:22]=[C:23]([C:44]#[N:45])[C:24]2=[C:29]([C:30]2[CH:35]=[CH:34][CH:33]=[CH:32][CH:31]=2)[CH:28]=1, predict the reactants needed to synthesize it. The reactants are: S(OC)(OC)(=O)=O.C([N:21]1[C:25]2=[N:26][C:27]([O:36][CH2:37]CN(CC)CC)=[CH:28][C:29]([C:30]3[CH:35]=[CH:34][CH:33]=[CH:32][CH:31]=3)=[C:24]2[C:23]([C:44]#[N:45])=[CH:22]1)(C1C=CC=CC=1)C1C=CC=CC=1.